Predict which catalyst facilitates the given reaction. From a dataset of Catalyst prediction with 721,799 reactions and 888 catalyst types from USPTO. (1) Product: [Br:1][C:2]1[CH:7]=[C:6]2[C:5]([C:8]([CH3:9])=[N:10][NH:11]2)=[CH:4][CH:3]=1. Reactant: [Br:1][C:2]1[CH:7]=[CH:6][C:5]([C:8](=[N:10][NH2:11])[CH3:9])=[C:4](F)[CH:3]=1.O.C(=O)(O)[O-].[Na+]. The catalyst class is: 196. (2) Product: [Cl:1][C:2]1[CH:10]=[CH:9][C:8]([C:11]2[N:12]([C:22]([O:24][C:25]([CH3:27])([CH3:26])[CH3:28])=[O:23])[C:13]3[C:18]([CH:19]=2)=[CH:17][C:16]([CH2:20][N:34]2[CH2:35][CH2:36][C:31]([OH:30])([C:37]4[CH:42]=[CH:41][CH:40]=[CH:39][CH:38]=4)[CH2:32][CH2:33]2)=[CH:15][CH:14]=3)=[C:7]2[C:3]=1[CH2:4][NH:5][C:6]2=[O:29]. Reactant: [Cl:1][C:2]1[CH:10]=[CH:9][C:8]([C:11]2[N:12]([C:22]([O:24][C:25]([CH3:28])([CH3:27])[CH3:26])=[O:23])[C:13]3[C:18]([CH:19]=2)=[CH:17][C:16]([CH:20]=O)=[CH:15][CH:14]=3)=[C:7]2[C:3]=1[CH2:4][NH:5][C:6]2=[O:29].[OH:30][C:31]1([C:37]2[CH:42]=[CH:41][CH:40]=[CH:39][CH:38]=2)[CH2:36][CH2:35][NH:34][CH2:33][CH2:32]1.C(O[BH-](OC(=O)C)OC(=O)C)(=O)C.[Na+]. The catalyst class is: 4. (3) Reactant: [CH3:1][N:2]([CH2:9][CH2:10][O:11][C:12]1[CH:25]=[CH:24][C:15]([CH2:16][CH:17]2[S:21][C:20](=[O:22])[NH:19][C:18]2=[O:23])=[CH:14][CH:13]=1)[C:3]1[CH:8]=[CH:7][CH:6]=[CH:5][N:4]=1.[ClH:26]. Product: [ClH:26].[CH3:1][N:2]([CH2:9][CH2:10][O:11][C:12]1[CH:25]=[CH:24][C:15]([CH2:16][CH:17]2[S:21][C:20](=[O:22])[NH:19][C:18]2=[O:23])=[CH:14][CH:13]=1)[C:3]1[CH:8]=[CH:7][CH:6]=[CH:5][N:4]=1. The catalyst class is: 41. (4) Reactant: [Cl:1][C:2]1[CH:7]=[CH:6][C:5]([OH:8])=[CH:4][C:3]=1[N+:9]([O-:11])=[O:10].Cl[CH2:13][CH2:14][N:15]1[CH2:20][CH2:19][O:18][CH2:17][CH2:16]1.C([O-])([O-])=O.[Cs+].[Cs+]. Product: [Cl:1][C:2]1[CH:7]=[CH:6][C:5]([O:8][CH2:13][CH2:14][N:15]2[CH2:20][CH2:19][O:18][CH2:17][CH2:16]2)=[CH:4][C:3]=1[N+:9]([O-:11])=[O:10]. The catalyst class is: 9. (5) Reactant: [NH:1]1[C:9]2[C:4](=[CH:5][C:6]([O:10][C:11]3[CH:39]=[C:38]([N:40]4[CH2:45][CH2:44][N:43]([CH2:46][C:47]5[CH2:52][C:51](=O)[CH2:50][CH2:49][C:48]=5[C:54]5[CH:59]=[CH:58][C:57]([Cl:60])=[CH:56][CH:55]=5)[CH2:42][CH2:41]4)[CH:37]=[CH:36][C:12]=3[C:13]([NH:15][S:16]([C:19]3[CH:24]=[CH:23][C:22]([NH:25][CH2:26][CH:27]4[CH2:32][CH2:31][O:30][CH2:29][CH2:28]4)=[C:21]([N+:33]([O-:35])=[O:34])[CH:20]=3)(=[O:18])=[O:17])=[O:14])=[CH:7][CH:8]=2)[CH:3]=[CH:2]1.[NH:61]1[CH2:66][CH2:65][O:64][CH2:63][CH2:62]1. Product: [Cl:60][C:57]1[CH:58]=[CH:59][C:54]([C:48]2[CH2:49][CH2:50][CH:51]([N:61]3[CH2:66][CH2:65][O:64][CH2:63][CH2:62]3)[CH2:52][C:47]=2[CH2:46][N:43]2[CH2:42][CH2:41][N:40]([C:38]3[CH:37]=[CH:36][C:12]([C:13]([NH:15][S:16]([C:19]4[CH:24]=[CH:23][C:22]([NH:25][CH2:26][CH:27]5[CH2:28][CH2:29][O:30][CH2:31][CH2:32]5)=[C:21]([N+:33]([O-:35])=[O:34])[CH:20]=4)(=[O:18])=[O:17])=[O:14])=[C:11]([O:10][C:6]4[CH:7]=[C:8]5[C:9](=[CH:4][CH:5]=4)[NH:1][CH:2]=[CH:3]5)[CH:39]=3)[CH2:45][CH2:44]2)=[CH:55][CH:56]=1. The catalyst class is: 98. (6) Reactant: [CH3:1][N:2]1[C:10]2[C:5](=[CH:6][CH:7]=[C:8]([C:11]([F:14])([F:13])[F:12])[CH:9]=2)[C:4]([C:15]([O:17]C)=[O:16])=[N:3]1.[OH-].[Na+].Cl. Product: [CH3:1][N:2]1[C:10]2[C:5](=[CH:6][CH:7]=[C:8]([C:11]([F:13])([F:14])[F:12])[CH:9]=2)[C:4]([C:15]([OH:17])=[O:16])=[N:3]1. The catalyst class is: 7.